This data is from Reaction yield outcomes from USPTO patents with 853,638 reactions. The task is: Predict the reaction yield, written as a fraction of the theoretical maximum amount of product (1.0 means a 100% yield; for example, 0.34 means a 34% yield). (1) The reactants are C([Li])CCC.[Br:6][C:7]1[CH:12]=[CH:11][CH:10]=[C:9](I)[CH:8]=1.[C:14]([N:21]1[CH2:26][CH2:25][CH2:24][C:23](=[O:27])[CH2:22]1)([O:16][C:17]([CH3:20])([CH3:19])[CH3:18])=[O:15]. The catalyst is C1COCC1. The product is [C:17]([O:16][C:14]([N:21]1[CH2:26][CH2:25][CH2:24][C:23]([C:9]2[CH:10]=[CH:11][CH:12]=[C:7]([Br:6])[CH:8]=2)([OH:27])[CH2:22]1)=[O:15])([CH3:20])([CH3:18])[CH3:19]. The yield is 0.330. (2) The reactants are C(O[CH:6]1[C:11](=O)[CH2:10][CH2:9][N:8]([C:13]([O:15][C:16]([CH3:19])([CH3:18])[CH3:17])=[O:14])[CH2:7]1)/C=C/C.[CH2:20]([NH2:27])[C:21]1[CH:26]=[CH:25][CH:24]=[CH:23][CH:22]=1.C(O[BH-](O[C:38](=[O:40])[CH3:39])OC(=O)C)(=O)C.[Na+].Cl[CH2:43][CH2:44]Cl. No catalyst specified. The product is [CH2:20]([NH:27][C@H:11]1[CH2:6][CH2:7][N:8]([C:13]([O:15][C:16]([CH3:17])([CH3:18])[CH3:19])=[O:14])[C@@H:9]([O:40][CH2:38]/[CH:39]=[CH:43]/[CH3:44])[CH2:10]1)[C:21]1[CH:26]=[CH:25][CH:24]=[CH:23][CH:22]=1. The yield is 0.990. (3) The reactants are [CH3:1][O:2][C:3]1[CH:12]=[CH:11][C:6](/[CH:7]=[CH:8]/[CH2:9]Br)=[CH:5][CH:4]=1.[CH3:13][C:14]1[CH:15](/[CH:22]=[CH:23]/[CH:24]([OH:26])[CH3:25])[C:16]([CH3:21])([CH3:20])[CH2:17][CH2:18][CH:19]=1.[H-].[Na+]. The catalyst is CN(C=O)C. The product is [CH3:1][O:2][C:3]1[CH:12]=[CH:11][C:6](/[CH:7]=[CH:8]/[CH2:9][O:26][CH:24](/[CH:23]=[CH:22]/[CH:15]2[C:16]([CH3:21])([CH3:20])[CH2:17][CH2:18][CH:19]=[C:14]2[CH3:13])[CH3:25])=[CH:5][CH:4]=1. The yield is 0.200. (4) The reactants are P(Br)(Br)[Br:2].[C:5]([C:9]1[CH:10]=[C:11]([CH:38]=[C:39]([C:41]([CH3:44])([CH3:43])[CH3:42])[CH:40]=1)[CH:12]=[CH:13][C:14]1[CH:15]=[C:16]([CH:19]=[C:20]([CH:22]=[CH:23][C:24]2[CH:29]=[C:28]([C:30]([CH3:33])([CH3:32])[CH3:31])[CH:27]=[C:26]([C:34]([CH3:37])([CH3:36])[CH3:35])[CH:25]=2)[CH:21]=1)[CH2:17]O)([CH3:8])([CH3:7])[CH3:6].CC(O)C. The catalyst is ClCCl. The product is [C:5]([C:9]1[CH:10]=[C:11]([CH:38]=[C:39]([C:41]([CH3:44])([CH3:43])[CH3:42])[CH:40]=1)[CH:12]=[CH:13][C:14]1[CH:15]=[C:16]([CH:19]=[C:20]([CH:22]=[CH:23][C:24]2[CH:29]=[C:28]([C:30]([CH3:33])([CH3:32])[CH3:31])[CH:27]=[C:26]([C:34]([CH3:37])([CH3:36])[CH3:35])[CH:25]=2)[CH:21]=1)[CH2:17][Br:2])([CH3:8])([CH3:7])[CH3:6]. The yield is 0.850. (5) The reactants are [NH2:1][NH:2][C:3]([NH2:5])=[S:4].[F:6][C@@H:7]([CH3:11])[C:8](O)=O.O=P(Cl)(Cl)Cl. The catalyst is O1CCOCC1. The product is [F:6][C@H:7]([C:11]1[S:4][C:3]([NH2:5])=[N:2][N:1]=1)[CH3:8]. The yield is 0.700. (6) The product is [C:1]([C:4]1[C:9]([C:10]2[CH:15]=[CH:14][CH:13]=[CH:12][CH:11]=2)=[N:8][N:7]([CH2:16][CH3:17])[C:6](=[O:18])[C:5]=1[NH:19][C:26]1[CH:27]=[CH:28][CH:29]=[C:30]2[C:25]=1[N:24]=[C:23]([CH3:22])[CH:32]=[CH:31]2)(=[O:3])[CH3:2]. The catalyst is C(O)C. The reactants are [C:1]([C:4]1[C:9]([C:10]2[CH:15]=[CH:14][CH:13]=[CH:12][CH:11]=2)=[N:8][N:7]([CH2:16][CH3:17])[C:6](=[O:18])[C:5]=1[N+:19]([O-])=O)(=[O:3])[CH3:2].[CH3:22][C:23]1[CH:32]=[CH:31][C:30]2[C:25](=[C:26](N)[CH:27]=[CH:28][CH:29]=2)[N:24]=1. The yield is 0.933. (7) The reactants are Br.[CH2:2]([C:4]1[N:5]=[C:6]([C@@H:9]([NH2:20])[CH2:10][C:11]2[CH:16]=[CH:15][C:14]([N+:17]([O-:19])=[O:18])=[CH:13][CH:12]=2)[S:7][CH:8]=1)[CH3:3].[C:21]1([CH2:27][C:28](O)=[O:29])[CH:26]=[CH:25][CH:24]=[CH:23][CH:22]=1.ON1C2C=CC=CC=2N=N1.CN(C)CCCN=C=NCC.C(N(CC)CC)C. The catalyst is CN(C=O)C.O. The product is [CH2:2]([C:4]1[N:5]=[C:6]([CH:9]([NH:20][C:28](=[O:29])[CH2:27][C:21]2[CH:26]=[CH:25][CH:24]=[CH:23][CH:22]=2)[CH2:10][C:11]2[CH:16]=[CH:15][C:14]([N+:17]([O-:19])=[O:18])=[CH:13][CH:12]=2)[S:7][CH:8]=1)[CH3:3]. The yield is 0.600. (8) The catalyst is CC(N(C)C)=O. The yield is 0.720. The reactants are Cl.Cl.[CH3:3][N:4]([CH3:9])[CH:5]1[CH2:8][NH:7][CH2:6]1.F[C:11]1[C:16]([N+:17]([O-:19])=[O:18])=[CH:15][C:14]([NH:20][C:21]2[N:26]=[C:25]([C:27]3[CH:28]=[N:29][N:30]4[CH:35]=[CH:34][CH:33]=[CH:32][C:31]=34)[CH:24]=[CH:23][N:22]=2)=[C:13]([O:36][CH3:37])[CH:12]=1.CCN(C(C)C)C(C)C. The product is [CH3:3][N:4]([CH3:9])[CH:5]1[CH2:8][N:7]([C:11]2[C:16]([N+:17]([O-:19])=[O:18])=[CH:15][C:14]([NH:20][C:21]3[N:26]=[C:25]([C:27]4[CH:28]=[N:29][N:30]5[CH:35]=[CH:34][CH:33]=[CH:32][C:31]=45)[CH:24]=[CH:23][N:22]=3)=[C:13]([O:36][CH3:37])[CH:12]=2)[CH2:6]1. (9) The reactants are [CH2:1]([O:8][N:9]([C:11]1[N:16]=[C:15]([NH:17][CH2:18][CH2:19][CH3:20])[N:14]=[C:13]([NH:21][CH2:22][CH2:23][CH3:24])[N:12]=1)[CH3:10])[C:2]1[CH:7]=[CH:6][CH:5]=[CH:4][CH:3]=1.[OH:25][S:26]([OH:29])(=[O:28])=[O:27]. No catalyst specified. The product is [S:26]([OH:29])([OH:28])(=[O:27])=[O:25].[CH2:1]([O:8][N:9]([C:11]1[N:12]=[C:13]([NH:21][CH2:22][CH2:23][CH3:24])[N:14]=[C:15]([NH:17][CH2:18][CH2:19][CH3:20])[N:16]=1)[CH3:10])[C:2]1[CH:7]=[CH:6][CH:5]=[CH:4][CH:3]=1. The yield is 1.00. (10) The reactants are Br[CH2:2][CH:3]=[CH:4][C:5]([OH:7])=O.[CH:8]([NH:11][CH3:12])([CH3:10])[CH3:9].[Cl:13][C:14]1[CH:15]=[C:16]([NH:21][C:22]2[C:34]3[C:33]4[CH2:32][CH2:31][NH:30][CH2:29][C:28]=4[S:27][C:26]=3[N:25]=[CH:24][N:23]=2)[CH:17]=[CH:18][C:19]=1[Cl:20].CCN=C=NCCCN(C)C.CCN(C(C)C)C(C)C. The catalyst is C(Cl)Cl. The product is [Cl:13][C:14]1[CH:15]=[C:16]([NH:21][C:22]2[C:34]3[C:33]4[CH2:32][CH2:31][N:30]([C:5](=[O:7])/[CH:4]=[CH:3]/[CH2:2][N:11]([CH:8]([CH3:10])[CH3:9])[CH3:12])[CH2:29][C:28]=4[S:27][C:26]=3[N:25]=[CH:24][N:23]=2)[CH:17]=[CH:18][C:19]=1[Cl:20]. The yield is 0.130.